From a dataset of Reaction yield outcomes from USPTO patents with 853,638 reactions. Predict the reaction yield, written as a fraction of the theoretical maximum amount of product (1.0 means a 100% yield; for example, 0.34 means a 34% yield). (1) The reactants are CC1C=CC(S([O:11][CH2:12][CH2:13][CH2:14][C:15]([CH3:20])([S:17][S:18][CH3:19])[CH3:16])(=O)=O)=CC=1.O[C:22]1[CH:27]=[C:26]([C:28]([O:30][CH2:31][CH3:32])=[O:29])[N:25]=[C:24]([C:33]([O:35][CH2:36][CH3:37])=[O:34])[CH:23]=1.C(=O)([O-])[O-].[K+].[K+]. The catalyst is CN(C)C=O. The product is [CH3:20][C:15]([S:17][S:18][CH3:19])([CH3:16])[CH2:14][CH2:13][CH2:12][O:11][C:22]1[CH:23]=[C:24]([C:33]([O:35][CH2:36][CH3:37])=[O:34])[N:25]=[C:26]([C:28]([O:30][CH2:31][CH3:32])=[O:29])[CH:27]=1. The yield is 0.520. (2) The reactants are [NH2:1][CH:2]([CH2:7][C:8]1[CH:13]=[CH:12][C:11]([Br:14])=[CH:10][CH:9]=1)[C:3]([O:5][CH3:6])=[O:4].[CH3:15][C:16]([O:19][C:20](O[C:20]([O:19][C:16]([CH3:18])([CH3:17])[CH3:15])=[O:21])=[O:21])([CH3:18])[CH3:17]. The catalyst is C(Cl)Cl. The product is [Br:14][C:11]1[CH:10]=[CH:9][C:8]([CH2:7][CH:2]([NH:1][C:20]([O:19][C:16]([CH3:18])([CH3:17])[CH3:15])=[O:21])[C:3]([O:5][CH3:6])=[O:4])=[CH:13][CH:12]=1. The yield is 0.960. (3) The catalyst is CO. The product is [CH2:37]([O:36][C:34]1[CH:33]=[CH:32][C:21]2[C:22]3[C:24]4([O:29][CH2:28][C:27]([CH3:31])([CH3:30])[CH2:26][O:25]4)[C:23]=3[C:16]3[CH:15]=[CH:14][C:13]([O:12][CH2:11][CH2:10][O:9][CH2:8][CH2:7][OH:6])=[CH:41][C:17]=3[CH2:18][CH2:19][C:20]=2[CH:35]=1)[CH2:38][CH2:39][CH3:40]. The reactants are [OH-].[Na+].C([O:6][CH2:7][CH2:8][O:9][CH2:10][CH2:11][O:12][C:13]1[CH:14]=[CH:15][C:16]2[C:23]3[C:24]4([O:29][CH2:28][C:27]([CH3:31])([CH3:30])[CH2:26][O:25]4)[C:22]=3[C:21]3[CH:32]=[CH:33][C:34]([O:36][CH2:37][CH2:38][CH2:39][CH3:40])=[CH:35][C:20]=3[CH2:19][CH2:18][C:17]=2[CH:41]=1)(=O)C. The yield is 0.810. (4) The reactants are Cl.CO.CO.[Cl:6][C:7]1[C:12]([O:13]COC)=[C:11]([I:17])[CH:10]=[CH:9][N:8]=1. The catalyst is C(N(CC)CC)C. The yield is 1.00. The product is [Cl:6][C:7]1[C:12]([OH:13])=[C:11]([I:17])[CH:10]=[CH:9][N:8]=1. (5) The reactants are [N:1]([CH2:4][C:5]1[C:6]([C:19]2[CH:24]=[CH:23][CH:22]=[CH:21][CH:20]=2)=[N:7][C:8]2[C:13]([C:14]=1[C:15]([O:17]C)=[O:16])=[CH:12][CH:11]=[CH:10][CH:9]=2)=[N+:2]=[N-:3].O.[OH-].[Li+].Cl. The catalyst is CO.O. The product is [N:1]([CH2:4][C:5]1[C:6]([C:19]2[CH:24]=[CH:23][CH:22]=[CH:21][CH:20]=2)=[N:7][C:8]2[C:13]([C:14]=1[C:15]([OH:17])=[O:16])=[CH:12][CH:11]=[CH:10][CH:9]=2)=[N+:2]=[N-:3]. The yield is 0.660. (6) The reactants are [C:1]([NH:4][C:5]1[N:10]=[CH:9][C:8]([NH:11][C:12](=[O:19])OCC(Cl)(Cl)Cl)=[CH:7][CH:6]=1)(=[O:3])[CH3:2].[F:20][C:21]1[C:26]([F:27])=[CH:25][CH:24]=[CH:23][C:22]=1[C:28]1[N:29]=[C:30]([N:33]2[CH2:38][CH2:37][NH:36][CH2:35][CH2:34]2)[S:31][CH:32]=1.C(N(C(C)C)CC)(C)C.O. The catalyst is CS(C)=O. The product is [C:1]([NH:4][C:5]1[N:10]=[CH:9][C:8]([NH:11][C:12]([N:36]2[CH2:37][CH2:38][N:33]([C:30]3[S:31][CH:32]=[C:28]([C:22]4[CH:23]=[CH:24][CH:25]=[C:26]([F:27])[C:21]=4[F:20])[N:29]=3)[CH2:34][CH2:35]2)=[O:19])=[CH:7][CH:6]=1)(=[O:3])[CH3:2]. The yield is 0.366. (7) The reactants are [NH2:1][CH2:2][CH2:3][C:4]1[C:12]2[C:7](=[CH:8][CH:9]=[CH:10][CH:11]=2)[NH:6][CH:5]=1.[Cl-].[Br:14][CH2:15][CH2:16][CH2:17][OH:18].C(N(CC)CC)C. The catalyst is ClCCl. The product is [NH:6]1[C:7]2[C:12](=[CH:11][CH:10]=[CH:9][CH:8]=2)[C:4]([CH2:3][CH2:2][NH:1][C:17](=[O:18])[CH2:16][CH2:15][Br:14])=[CH:5]1. The yield is 0.220. (8) The reactants are [Cl:1][C:2]1[CH:7]=[C:6]([Cl:8])[CH:5]=[CH:4][C:3]=1/[CH:9]=[CH:10]/[C:11]1[N:16]=[C:15](O)[CH:14]=[C:13]([CH3:18])[N:12]=1.O=P(Cl)(Cl)[Cl:21]. No catalyst specified. The product is [Cl:21][C:15]1[CH:14]=[C:13]([CH3:18])[N:12]=[C:11](/[CH:10]=[CH:9]/[C:3]2[CH:4]=[CH:5][C:6]([Cl:8])=[CH:7][C:2]=2[Cl:1])[N:16]=1. The yield is 0.920.